The task is: Predict the reaction yield, written as a fraction of the theoretical maximum amount of product (1.0 means a 100% yield; for example, 0.34 means a 34% yield).. This data is from Reaction yield outcomes from USPTO patents with 853,638 reactions. (1) The reactants are C([O:3][C:4](=[O:37])[CH2:5][O:6][C:7]1[C:16]([N:17]2[CH2:23][CH2:22][CH2:21][N:20]([CH2:24][C:25]3[CH:29]=[CH:28][N:27]([C:30]4[CH:35]=[CH:34][CH:33]=[CH:32][CH:31]=4)[N:26]=3)[CH2:19][CH2:18]2)=[C:15]2[C:10]([CH:11]=[CH:12][CH:13]=[N:14]2)=[CH:9][C:8]=1[CH3:36])C.[OH-].[Na+].Cl. The catalyst is C1COCC1. The product is [CH3:36][C:8]1[CH:9]=[C:10]2[C:15](=[C:16]([N:17]3[CH2:23][CH2:22][CH2:21][N:20]([CH2:24][C:25]4[CH:29]=[CH:28][N:27]([C:30]5[CH:35]=[CH:34][CH:33]=[CH:32][CH:31]=5)[N:26]=4)[CH2:19][CH2:18]3)[C:7]=1[O:6][CH2:5][C:4]([OH:37])=[O:3])[N:14]=[CH:13][CH:12]=[CH:11]2. The yield is 0.640. (2) The reactants are [Cl:1][C:2]1[CH:7]=[CH:6][N:5]=[C:4]2[N:8]([Si:11]([CH:18]([CH3:20])[CH3:19])([CH:15]([CH3:17])[CH3:16])[CH:12]([CH3:14])[CH3:13])[CH:9]=[CH:10][C:3]=12.[Li][CH:22](CC)C.CI. The catalyst is O1CCCC1. The product is [Cl:1][C:2]1[C:7]([CH3:22])=[CH:6][N:5]=[C:4]2[N:8]([Si:11]([CH:15]([CH3:17])[CH3:16])([CH:18]([CH3:20])[CH3:19])[CH:12]([CH3:13])[CH3:14])[CH:9]=[CH:10][C:3]=12. The yield is 0.860. (3) The catalyst is C(Cl)Cl. The yield is 0.920. The reactants are [F:1][C:2]([F:15])([F:14])[C:3]1[CH:4]=[C:5]([CH:9]([CH3:13])[CH2:10][CH2:11][OH:12])[CH:6]=[CH:7][CH:8]=1.CC(OI1(OC(C)=O)(OC(C)=O)OC(=O)C2C=CC=CC1=2)=O. The product is [F:1][C:2]([F:14])([F:15])[C:3]1[CH:4]=[C:5]([CH:9]([CH3:13])[CH2:10][CH:11]=[O:12])[CH:6]=[CH:7][CH:8]=1. (4) The reactants are Br[C:2]1[CH:3]=[C:4]2[C:9](=[CH:10][CH:11]=1)[C:8](=[O:12])[N:7]([CH2:13][CH:14]([CH3:16])[CH3:15])[C:6]([CH2:17][NH:18][C:19](=[O:25])[O:20][C:21]([CH3:24])([CH3:23])[CH3:22])=[C:5]2[O:26][CH2:27][CH2:28][CH2:29][CH3:30].[C:31]1(OB(O)O)[CH:36]=[CH:35][CH:34]=[CH:33][CH:32]=1.C(=O)([O-])[O-].[Na+].[Na+].C1(C)C=CC=CC=1. The catalyst is C1C=CC([P]([Pd]([P](C2C=CC=CC=2)(C2C=CC=CC=2)C2C=CC=CC=2)([P](C2C=CC=CC=2)(C2C=CC=CC=2)C2C=CC=CC=2)[P](C2C=CC=CC=2)(C2C=CC=CC=2)C2C=CC=CC=2)(C2C=CC=CC=2)C2C=CC=CC=2)=CC=1.O.C(O)C. The product is [CH2:27]([O:26][C:5]1[C:4]2[C:9](=[CH:10][CH:11]=[C:2]([C:31]3[CH:36]=[CH:35][CH:34]=[CH:33][CH:32]=3)[CH:3]=2)[C:8](=[O:12])[N:7]([CH2:13][CH:14]([CH3:16])[CH3:15])[C:6]=1[CH2:17][NH:18][C:19](=[O:25])[O:20][C:21]([CH3:23])([CH3:22])[CH3:24])[CH2:28][CH2:29][CH3:30]. The yield is 0.894.